Dataset: Catalyst prediction with 721,799 reactions and 888 catalyst types from USPTO. Task: Predict which catalyst facilitates the given reaction. (1) Reactant: Cl[C:2]1[N:7]=[CH:6][C:5]2[N:8]=[C:9]([C@H:17]([O:19][CH:20]3[CH2:25][CH2:24][CH2:23][CH2:22][O:21]3)[CH3:18])[N:10]([C@@H:11]([CH3:16])[C:12]([F:15])([F:14])[F:13])[C:4]=2[CH:3]=1.[NH2:26][C:27]1[CH:32]=[CH:31][N:30]=[C:29]([N:33]2[CH2:38][CH2:37][C@H:36]([OH:39])[C@H:35]([F:40])[CH2:34]2)[N:28]=1.C1(P(C2CCCCC2)C2C=CC=CC=2C2C(C(C)C)=CC(C(C)C)=CC=2C(C)C)CCCCC1.C(=O)([O-])[O-].[Cs+].[Cs+]. Product: [F:40][C@H:35]1[C@@H:36]([OH:39])[CH2:37][CH2:38][N:33]([C:29]2[N:28]=[C:27]([NH:26][C:2]3[N:7]=[CH:6][C:5]4[N:8]=[C:9]([C@H:17]([O:19][CH:20]5[CH2:25][CH2:24][CH2:23][CH2:22][O:21]5)[CH3:18])[N:10]([C@@H:11]([CH3:16])[C:12]([F:15])([F:14])[F:13])[C:4]=4[CH:3]=3)[CH:32]=[CH:31][N:30]=2)[CH2:34]1. The catalyst class is: 62. (2) Product: [Cl:25][C:6]1[CH:7]=[C:8]([F:24])[C:9]([N:11]2[C:16](=[O:17])[CH:15]=[C:14]([C:18]([F:19])([F:21])[F:20])[N:13]([CH3:22])[C:12]2=[O:23])=[CH:10][C:5]=1[C:4]([OH:26])=[O:3]. The catalyst class is: 2. Reactant: C([O:3][C:4](=[O:26])[C:5]1[CH:10]=[C:9]([N:11]2[C:16](=[O:17])[CH:15]=[C:14]([C:18]([F:21])([F:20])[F:19])[N:13]([CH3:22])[C:12]2=[O:23])[C:8]([F:24])=[CH:7][C:6]=1[Cl:25])C. (3) Reactant: [CH2:1]([O:8][C:9]1[CH:14]=[CH:13][C:12]([OH:15])=[CH:11][CH:10]=1)[C:2]1[CH:7]=[CH:6][CH:5]=[CH:4][CH:3]=1.Cl.[CH3:17][N:18]([CH3:22])[CH2:19][CH2:20]Cl.[H-].[Na+].O. Product: [CH2:1]([O:8][C:9]1[CH:10]=[CH:11][C:12]([O:15][CH2:20][CH2:19][N:18]([CH3:22])[CH3:17])=[CH:13][CH:14]=1)[C:2]1[CH:3]=[CH:4][CH:5]=[CH:6][CH:7]=1. The catalyst class is: 9.